From a dataset of Catalyst prediction with 721,799 reactions and 888 catalyst types from USPTO. Predict which catalyst facilitates the given reaction. The catalyst class is: 26. Reactant: [CH2:1]([N:3]1[CH2:7][CH2:6][C@@H:5]([CH2:8][C:9]2[CH:14]=[CH:13][CH:12]=[C:11]([F:15])[CH:10]=2)[CH2:4]1)[CH3:2].[Cl:16][S:17](O)(=[O:19])=[O:18].O. Product: [CH2:1]([N:3]1[CH2:7][CH2:6][C@@H:5]([CH2:8][C:9]2[CH:10]=[C:11]([F:15])[CH:12]=[CH:13][C:14]=2[S:17]([Cl:16])(=[O:19])=[O:18])[CH2:4]1)[CH3:2].